Dataset: Full USPTO retrosynthesis dataset with 1.9M reactions from patents (1976-2016). Task: Predict the reactants needed to synthesize the given product. (1) Given the product [Br:1][C:2]1[CH:3]=[C:4]2[C:8](=[CH:9][CH:10]=1)[C@@H:7]([NH:11][C:21]([C:17]1([NH:16][C:14](=[O:15])[C:13]([F:25])([F:12])[F:24])[CH2:18][O:19][CH2:20]1)=[O:22])[CH2:6][CH2:5]2, predict the reactants needed to synthesize it. The reactants are: [Br:1][C:2]1[CH:3]=[C:4]2[C:8](=[CH:9][CH:10]=1)[C@@H:7]([NH2:11])[CH2:6][CH2:5]2.[F:12][C:13]([F:25])([F:24])[C:14]([NH:16][C:17]1([C:21](O)=[O:22])[CH2:20][O:19][CH2:18]1)=[O:15].NC1(C(O)=O)COC1.C(OC(=O)C(F)(F)F)C. (2) Given the product [CH2:1]([N:8]1[CH2:13][CH:12]2[CH:14]([NH:15][C:16]3[CH:17]=[C:18]4[C:22](=[CH:23][CH:24]=3)[NH:21][N:20]=[CH:19]4)[CH:9]1[CH2:10][CH2:11]2)[C:2]1[CH:7]=[CH:6][CH:5]=[CH:4][CH:3]=1, predict the reactants needed to synthesize it. The reactants are: [CH2:1]([N:8]1[CH2:13][CH:12]2[CH:14]([NH:15][C:16]3[CH:17]=[C:18]4[C:22](=[CH:23][CH:24]=3)[N:21](C(=O)C(C)(C)C)[N:20]=[CH:19]4)[CH:9]1[CH2:10][CH2:11]2)[C:2]1[CH:7]=[CH:6][CH:5]=[CH:4][CH:3]=1.C12C(NC3C=C4C(=CC=3)N(C(=O)C(C)(C)C)N=C4)C(CC1)CN2.C(=O)([O-])[O-].[K+].[K+].